Dataset: Reaction yield outcomes from USPTO patents with 853,638 reactions. Task: Predict the reaction yield, written as a fraction of the theoretical maximum amount of product (1.0 means a 100% yield; for example, 0.34 means a 34% yield). (1) The reactants are [CH3:1][O:2][C:3]1[CH:19]=[CH:18][C:6]([CH2:7][S:8][C@H:9]2[CH2:13][NH:12][C@H:11]([CH2:14][CH2:15][CH2:16][OH:17])[CH2:10]2)=[CH:5][CH:4]=1.C(N([CH2:25][CH3:26])CC)C.[CH2:27]([O:31][C:32](Cl)=[O:33])[CH2:28][CH2:29][CH3:30]. The catalyst is C(Cl)Cl. The product is [CH2:27]([O:31][C:32]([N:12]1[CH2:13][C@H:9]([S:8][CH2:7][C:6]2[CH:5]=[CH:4][C:3]([O:2][CH3:1])=[CH:19][CH:18]=2)[CH2:10][C@H:11]1[CH2:14][CH2:15][CH2:16][O:17][C:32]([O:31][CH2:27][CH2:28][CH2:25][CH3:26])=[O:33])=[O:33])[CH2:28][CH2:29][CH3:30].[CH2:27]([O:31][C:32]([N:12]1[CH2:13][C@H:9]([S:8][CH2:7][C:6]2[CH:5]=[CH:4][C:3]([O:2][CH3:1])=[CH:19][CH:18]=2)[CH2:10][C@H:11]1[CH2:14][CH2:15][CH2:16][OH:17])=[O:33])[CH2:28][CH2:29][CH3:30]. The yield is 0.320. (2) The reactants are Cl[C:2]1[C:7]([NH2:8])=[C:6]([Cl:9])[N:5]=[CH:4][N:3]=1.[CH:10]([O:13][C:14]1[CH:15]=[C:16]([CH:25]=[C:26]([O:28][CH:29]([CH3:31])[CH3:30])[CH:27]=1)[CH2:17][N:18]1[CH2:23][CH2:22][CH:21]([NH2:24])[CH2:20][CH2:19]1)([CH3:12])[CH3:11]. The catalyst is C(N(C(C)C)C(C)C)C.C(#N)C. The product is [Cl:9][C:6]1[N:5]=[CH:4][N:3]=[C:2]([NH:24][CH:21]2[CH2:22][CH2:23][N:18]([CH2:17][C:16]3[CH:15]=[C:14]([O:13][CH:10]([CH3:11])[CH3:12])[CH:27]=[C:26]([O:28][CH:29]([CH3:31])[CH3:30])[CH:25]=3)[CH2:19][CH2:20]2)[C:7]=1[NH2:8]. The yield is 0.200. (3) The reactants are Br[C:2]1[CH:7]=[CH:6][C:5]([CH2:8][C:9]([O:11][CH3:12])=[O:10])=[C:4]([Cl:13])[CH:3]=1.[F:14][C:15]1[C:20](B(O)O)=[CH:19][CH:18]=[CH:17][N:16]=1.C(O[K])(C)=O. The catalyst is C1(C)C=CC=CC=1.C1COCC1.O. The product is [Cl:13][C:4]1[CH:3]=[C:2]([C:20]2[C:15]([F:14])=[N:16][CH:17]=[CH:18][CH:19]=2)[CH:7]=[CH:6][C:5]=1[CH2:8][C:9]([O:11][CH3:12])=[O:10]. The yield is 0.770. (4) The reactants are [Cl:1][C:2]1[CH:7]=[CH:6][C:5]([C:8]2[C:12]([CH2:13][O:14][C:15]3[CH:23]=[CH:22][C:18]([C:19]([OH:21])=O)=[CH:17][N:16]=3)=[C:11]([CH3:24])[O:10][N:9]=2)=[CH:4][CH:3]=1.CC1O[N:29]=[C:28]([C:31]2C=CC=CC=2)[C:27]=1COC1C=CC(C(O)=O)=CN=1.C(N)(C)C. No catalyst specified. The product is [Cl:1][C:2]1[CH:3]=[CH:4][C:5]([C:8]2[C:12]([CH2:13][O:14][C:15]3[CH:23]=[CH:22][C:18]([C:19]([NH:29][CH:28]([CH3:31])[CH3:27])=[O:21])=[CH:17][N:16]=3)=[C:11]([CH3:24])[O:10][N:9]=2)=[CH:6][CH:7]=1. The yield is 0.760. (5) The reactants are CNC[C:4]1[C:5]2[C:10]([CH:11]=[C:12]3[C:17]=1[CH:16]=[CH:15][CH:14]=[CH:13]3)=[CH:9][CH:8]=[CH:7][CH:6]=2.BrC1C=CC=CC=1CBr.C([O-])([O-])=O.[K+].[K+]. The catalyst is C(#N)C. The product is [CH:6]1[C:5]2[C:10](=[CH:11][C:12]3[C:17]([CH:4]=2)=[CH:16][CH:15]=[CH:14][CH:13]=3)[CH:9]=[CH:8][CH:7]=1. The yield is 0.950. (6) The reactants are O[CH2:2][C:3]1[CH:4]=[C:5]([C:8]([O:10][CH3:11])=[O:9])[S:6][CH:7]=1.P(Br)(Br)[Br:13]. The catalyst is C1COCC1. The product is [Br:13][CH2:2][C:3]1[CH:4]=[C:5]([C:8]([O:10][CH3:11])=[O:9])[S:6][CH:7]=1. The yield is 0.600. (7) The product is [Cl:25][C:15]1[C:14]([N:11]2[CH2:10][CH2:9][N:8]([CH2:6][CH:57]([OH:58])[CH2:56][N:43]3[C:40]4[CH2:41][CH2:42][N:37]([S:34]([CH3:33])(=[O:36])=[O:35])[CH2:38][C:39]=4[C:45]([C:46]4[CH:51]=[CH:50][C:49]([C:52]([F:54])([F:55])[F:53])=[CH:48][CH:47]=4)=[N:44]3)[CH2:13][CH2:12]2)=[C:19]([NH:20][S:21]([CH3:24])(=[O:22])=[O:23])[CH:18]=[CH:17][CH:16]=1. The catalyst is C(Cl)Cl. The yield is 0.200. The reactants are C(O[C:6]([N:8]1[CH2:13][CH2:12][N:11]([C:14]2[C:19]([NH:20][S:21]([CH3:24])(=[O:23])=[O:22])=[CH:18][CH:17]=[CH:16][C:15]=2[Cl:25])[CH2:10][CH2:9]1)=O)(C)(C)C.FC(F)(F)C(O)=O.[CH3:33][S:34]([N:37]1[CH2:42][CH2:41][C:40]2[N:43]([CH2:56][CH:57]3C[O:58]3)[N:44]=[C:45]([C:46]3[CH:51]=[CH:50][C:49]([C:52]([F:55])([F:54])[F:53])=[CH:48][CH:47]=3)[C:39]=2[CH2:38]1)(=[O:36])=[O:35]. (8) The reactants are [Cl:1][C:2]1[CH:7]=[CH:6][C:5]([N:8]2[C:12]([CH:13]([CH3:15])[CH3:14])=[C:11]([NH2:16])[CH:10]=[N:9]2)=[CH:4][CH:3]=1.[CH3:17][C:18]1[N:22]([CH:23]([CH3:27])[C:24](O)=[O:25])[N:21]=[C:20]([C:28]([F:31])([F:30])[F:29])[N:19]=1.C(N(C(C)C)CC)(C)C.CN(C(ON1N=NC2C=CC=NC1=2)=[N+](C)C)C.F[P-](F)(F)(F)(F)F. The catalyst is CN(C=O)C.O. The product is [Cl:1][C:2]1[CH:3]=[CH:4][C:5]([N:8]2[C:12]([CH:13]([CH3:14])[CH3:15])=[C:11]([NH:16][C:24](=[O:25])[CH:23]([N:22]3[C:18]([CH3:17])=[N:19][C:20]([C:28]([F:29])([F:30])[F:31])=[N:21]3)[CH3:27])[CH:10]=[N:9]2)=[CH:6][CH:7]=1. The yield is 0.250. (9) The reactants are C([Si](C)(C)[O:6][C:7]1[CH:12]=[CH:11][C:10]([C:13]2[CH:17]=[C:16]([C:18]([NH2:20])=[O:19])[O:15][N:14]=2)=[CH:9][CH:8]=1)(C)(C)C.C([O-])([O-])=O.[K+].[K+].C1OCCOCCOCCOCCOCCOC1.[F-].[K+].[Cl:49][C:50]1[CH:57]=[CH:56][CH:55]=[CH:54][C:51]=1[CH2:52]Cl. The catalyst is CN(C=O)C.O. The product is [Cl:49][C:50]1[CH:57]=[CH:56][CH:55]=[CH:54][C:51]=1[CH2:52][O:6][C:7]1[CH:8]=[CH:9][C:10]([C:13]2[CH:17]=[C:16]([C:18]([NH2:20])=[O:19])[O:15][N:14]=2)=[CH:11][CH:12]=1. The yield is 0.710. (10) The reactants are [Cl-].[C:2]([C:4]1[C:16]([N+:17]([O-])=O)=[CH:15][CH:14]=[CH:13][C:5]=1[O:6][CH2:7][C@@H:8]1[CH2:12][CH2:11][CH2:10][NH2+:9]1)#[N:3].[CH2:20]([N:22]=[C:23]=[O:24])[CH3:21]. No catalyst specified. The product is [NH2:17][C:16]1[C:4]([C:2]#[N:3])=[C:5]([CH:13]=[CH:14][CH:15]=1)[O:6][CH2:7][C@@H:8]1[CH2:12][CH2:11][CH2:10][N:9]1[C:23]([NH:22][CH2:20][CH3:21])=[O:24]. The yield is 1.00.